This data is from Full USPTO retrosynthesis dataset with 1.9M reactions from patents (1976-2016). The task is: Predict the reactants needed to synthesize the given product. (1) Given the product [Br:1][C:2]1[CH:7]=[CH:6][C:5]([C:8]2[O:9][C:10]([CH3:16])=[C:11]([CH2:13][CH2:14][CH:29]3[S:30][CH2:31][CH2:32][CH2:33][S:28]3)[N:12]=2)=[CH:4][CH:3]=1, predict the reactants needed to synthesize it. The reactants are: [Br:1][C:2]1[CH:7]=[CH:6][C:5]([C:8]2[O:9][C:10]([CH3:16])=[C:11]([CH2:13][CH2:14]I)[N:12]=2)=[CH:4][CH:3]=1.S1CCCCS1.[Li]CCCC.[S:28]1[CH2:33][CH2:32][CH2:31][S:30][CH2:29]1.CN1CCCN(C)C1=O. (2) Given the product [CH3:23][Si:24]([C:27]#[C:28][C:33]1[C:15]2[C:14](=[C:13]3[CH2:18][CH2:19][CH2:20][N:21]4[CH2:22][CH2:9][CH2:10][C:11]([CH:16]=2)=[C:12]34)[O:17][C:31](=[O:30])[CH:32]=1)([CH3:26])[CH3:25], predict the reactants needed to synthesize it. The reactants are: [O-]S(C(F)(F)F)(=O)=O.[CH2:9]1[CH2:22][N:21]2[C:12]3[C:13]([CH2:18][CH2:19][CH2:20]2)=[C:14]([OH:17])[CH:15]=[CH:16][C:11]=3[CH2:10]1.[CH3:23][Si:24]([C:27]#[CH:28])([CH3:26])[CH3:25].C[O:30][C:31]1C=C2C(C=C(C#C[Si](C)(C)C)C(=O)O2)=[CH:33][CH:32]=1.